Dataset: Catalyst prediction with 721,799 reactions and 888 catalyst types from USPTO. Task: Predict which catalyst facilitates the given reaction. (1) Reactant: Br[C:2]1[S:3][CH:4]=[CH:5][N:6]=1.[NH2:7][C:8]1[CH:9]=[CH:10][C:11]([CH:15]([CH3:17])[CH3:16])=[C:12]([OH:14])[CH:13]=1.Cl. Product: [CH:15]([C:11]1[CH:10]=[CH:9][C:8]([NH:7][C:2]2[S:3][CH:4]=[CH:5][N:6]=2)=[CH:13][C:12]=1[OH:14])([CH3:17])[CH3:16]. The catalyst class is: 14. (2) Reactant: Cl.[CH3:2][NH:3][O:4][CH3:5].C1C=CC2N(O)N=NC=2C=1.CCN=C=NCCCN(C)C.Cl.CN1CCOCC1.[I:35][C:36]1[CH:37]=[C:38]([CH:42]=[CH:43][C:44]=1[CH3:45])[C:39](O)=[O:40].Cl. Product: [I:35][C:36]1[CH:37]=[C:38]([CH:42]=[CH:43][C:44]=1[CH3:45])[C:39]([N:3]([CH3:2])[O:4][CH3:5])=[O:40]. The catalyst class is: 4. (3) Reactant: [Br:1][C:2]1[C:3](Cl)=[N:4][C:5]([Cl:8])=[N:6][CH:7]=1.[CH3:10][O-:11].[Na+]. Product: [Br:1][C:2]1[C:3]([O:11][CH3:10])=[N:4][C:5]([Cl:8])=[N:6][CH:7]=1. The catalyst class is: 5. (4) Reactant: [NH2:1][C:2]1[CH:7]=[CH:6][CH:5]=[CH:4][C:3]=1[C:8]([NH:10][CH2:11][C@H:12]1[C@H:18]([C:19]2[CH:24]=[CH:23][C:22]([Cl:25])=[C:21]([F:26])[CH:20]=2)[O:17][CH2:16][CH2:15][N:14]([C:27]([O:29][C:30]([CH3:33])([CH3:32])[CH3:31])=[O:28])[CH2:13]1)=[O:9].C(N(CC)CC)C.[C:41](=O)(OC(Cl)(Cl)Cl)[O:42]C(Cl)(Cl)Cl.O. Product: [Cl:25][C:22]1[CH:23]=[CH:24][C:19]([C@@H:18]2[O:17][CH2:16][CH2:15][N:14]([C:27]([O:29][C:30]([CH3:33])([CH3:32])[CH3:31])=[O:28])[CH2:13][C@H:12]2[CH2:11][N:10]2[C:8](=[O:9])[C:3]3[C:2](=[CH:7][CH:6]=[CH:5][CH:4]=3)[NH:1][C:41]2=[O:42])=[CH:20][C:21]=1[F:26]. The catalyst class is: 1.